Dataset: Tyrosyl-DNA phosphodiesterase HTS with 341,365 compounds. Task: Binary Classification. Given a drug SMILES string, predict its activity (active/inactive) in a high-throughput screening assay against a specified biological target. (1) The compound is Clc1nnc(N\N=C\c2ccc(Cl)cc2)c2c1cccc2. The result is 0 (inactive). (2) The compound is O=c1[nH]c(=O)n(c2nc(n(c12)Cc1cc(ccc1)C)N(CCO)C)C. The result is 0 (inactive). (3) The compound is O=C(Nc1nn(Cc2ccccc2)cc1)Cn1ncc([N+]([O-])=O)c1. The result is 0 (inactive).